From a dataset of Reaction yield outcomes from USPTO patents with 853,638 reactions. Predict the reaction yield, written as a fraction of the theoretical maximum amount of product (1.0 means a 100% yield; for example, 0.34 means a 34% yield). The reactants are [O:1]=[C:2]1[C:7]([CH2:8][C:9]2[CH:14]=[CH:13][C:12]([C:15]3[C:16]([C:21]#[N:22])=[CH:17][CH:18]=[CH:19][CH:20]=3)=[CH:11][CH:10]=2)=[C:6]([CH2:23][CH2:24][CH3:25])[N:5]2[N:26]=[CH:27][N:28]=[C:4]2[NH:3]1.I[CH2:30][CH2:31][CH3:32].C(=O)([O-])[O-].[K+].[K+].CN(C)C=O. The catalyst is C(OCC)(=O)C. The product is [O:1]=[C:2]1[C:7]([CH2:8][C:9]2[CH:10]=[CH:11][C:12]([C:15]3[C:16]([C:21]#[N:22])=[CH:17][CH:18]=[CH:19][CH:20]=3)=[CH:13][CH:14]=2)=[C:6]([CH2:23][CH2:24][CH3:25])[N:5]2[N:26]=[CH:27][N:28]=[C:4]2[N:3]1[CH2:30][CH2:31][CH3:32]. The yield is 0.900.